This data is from Forward reaction prediction with 1.9M reactions from USPTO patents (1976-2016). The task is: Predict the product of the given reaction. (1) Given the reactants C([C@@H]1COC(=O)N1[C@:14](CC(OC)=O)([CH2:18][C:19]1[CH:24]=[CH:23][C:22]([O:25][CH3:26])=[CH:21][C:20]=1[CH2:27][N:28]([C:34]([O:36]C(C)(C)C)=O)[CH2:29][C:30]([F:33])([F:32])[F:31])[C:15](N)=O)C1C=CC=CC=1.OO.O[Li].O.S([O-])([O-])=O.[Na+].[Na+].Cl.[CH2:58](N(CC)CC)C.[C:65]([O-:68])(O)=[O:66].[Na+].C1(P(N=[N+]=[N-])(C2C=CC=CC=2)=O)C=CC=CC=1, predict the reaction product. The product is: [CH3:26][O:25][C:22]1[CH:23]=[CH:24][C:19]2[CH2:18][C@@H:14]([CH2:15][C:65]([O:68][CH3:58])=[O:66])[C:34](=[O:36])[N:28]([CH2:29][C:30]([F:33])([F:32])[F:31])[CH2:27][C:20]=2[CH:21]=1. (2) Given the reactants [C:1]12([CH2:11][C:12]([OH:14])=O)[CH2:10][CH:5]3[CH2:6][CH:7]([CH2:9][CH:3]([CH2:4]3)[CH2:2]1)[CH2:8]2.[Cl:15][CH2:16][CH2:17][CH2:18][CH2:19][CH2:20][CH2:21][O:22][CH2:23][CH2:24][O:25][CH2:26][CH2:27][NH2:28].C1C=CC2N(O)N=NC=2C=1.CCN(C(C)C)C(C)C.CCN=C=NCCCN(C)C, predict the reaction product. The product is: [CH2:9]1[CH:3]2[CH2:2][C:1]3([CH2:11][C:12]([NH:28][CH2:27][CH2:26][O:25][CH2:24][CH2:23][O:22][CH2:21][CH2:20][CH2:19][CH2:18][CH2:17][CH2:16][Cl:15])=[O:14])[CH2:10][CH:5]([CH2:4]2)[CH2:6][CH:7]1[CH2:8]3. (3) The product is: [F:22][C:23]1[CH:24]=[CH:25][C:26]([C@@H:29]([NH:31][C:2]2[N:7]=[C:6]([NH:8][C:9]3[CH:13]=[C:12]([O:14][CH:15]([CH3:17])[CH3:16])[NH:11][N:10]=3)[C:5]([N+:18]([O-:20])=[O:19])=[CH:4][N:3]=2)[CH3:30])=[N:27][CH:28]=1. Given the reactants Cl[C:2]1[N:7]=[C:6]([NH:8][C:9]2[CH:13]=[C:12]([O:14][CH:15]([CH3:17])[CH3:16])[NH:11][N:10]=2)[C:5]([N+:18]([O-:20])=[O:19])=[CH:4][N:3]=1.Cl.[F:22][C:23]1[CH:24]=[CH:25][C:26]([C@@H:29]([NH2:31])[CH3:30])=[N:27][CH:28]=1.C(N(C(C)C)CC)(C)C, predict the reaction product. (4) Given the reactants [CH3:1][O:2][C:3](=[O:66])[NH:4][CH:5]([CH:60]1[CH2:65]COC[CH2:61]1)[C:6]([N:8]1[CH2:12][C:11]([F:14])([F:13])[CH2:10][CH:9]1[C:15]1[NH:16][C:17]([C:20]2[CH:25]=[CH:24][C:23]([C:26]3[CH:35]=[CH:34][C:33]4[C:28](=[CH:29][CH:30]=[C:31]([C:36]5[NH:37][C:38]([CH:41]6[CH2:45][CH2:44][CH2:43][N:42]6[C:46](=[O:59])[CH:47]([NH:54][C:55]([O:57][CH3:58])=[O:56])[C:48]6[CH:53]=[CH:52][CH:51]=[CH:50][CH:49]=6)=[N:39][CH:40]=5)[CH:32]=4)[CH:27]=3)=[CH:22][CH:21]=2)=[CH:18][N:19]=1)=[O:7].COC(NC(C1CCOCC1)C(O)=O)=O, predict the reaction product. The product is: [CH3:1][O:2][C:3](=[O:66])[NH:4][CH:5]([C:6]([N:8]1[CH2:12][C:11]([F:13])([F:14])[CH2:10][CH:9]1[C:15]1[NH:16][C:17]([C:20]2[CH:21]=[CH:22][C:23]([C:26]3[CH:35]=[CH:34][C:33]4[C:28](=[CH:29][CH:30]=[C:31]([C:36]5[NH:37][C:38]([CH:41]6[CH2:45][CH2:44][CH2:43][N:42]6[C:46](=[O:59])[CH:47]([NH:54][C:55]([O:57][CH3:58])=[O:56])[C:48]6[CH:49]=[CH:50][CH:51]=[CH:52][CH:53]=6)=[N:39][CH:40]=5)[CH:32]=4)[CH:27]=3)=[CH:24][CH:25]=2)=[CH:18][N:19]=1)=[O:7])[CH:60]([CH3:65])[CH3:61]. (5) Given the reactants [N:1]1([C:7]2[O:8][C:9]3[C:17]([C:18]4[C:23]5[O:24][C:25]6[CH:30]=[CH:29][CH:28]=[CH:27][C:26]=6[C:22]=5[C:21]([N+:31]([O-])=O)=[CH:20][CH:19]=4)=[CH:16][CH:15]=[CH:14][C:10]=3[C:11](=[O:13])[CH:12]=2)[CH2:6][CH2:5][O:4][CH2:3][CH2:2]1, predict the reaction product. The product is: [NH2:31][C:21]1[C:22]2[C:26]3[CH:27]=[CH:28][CH:29]=[CH:30][C:25]=3[O:24][C:23]=2[C:18]([C:17]2[C:9]3[O:8][C:7]([N:1]4[CH2:6][CH2:5][O:4][CH2:3][CH2:2]4)=[CH:12][C:11](=[O:13])[C:10]=3[CH:14]=[CH:15][CH:16]=2)=[CH:19][CH:20]=1.